This data is from Forward reaction prediction with 1.9M reactions from USPTO patents (1976-2016). The task is: Predict the product of the given reaction. Given the reactants Cl.[NH:2]1[CH2:7][CH2:6][CH2:5][CH:4]([CH2:8][N:9]2[C:17]3[CH2:16][CH2:15][N:14]([C:18](=[O:20])[CH3:19])[CH2:13][C:12]=3[C:11]([NH:21][C:22]3[CH:23]=[C:24]([CH3:28])[CH:25]=[CH:26][CH:27]=3)=[N:10]2)[CH2:3]1.C=O.[CH3:31]CN(CC)CC.[BH-](OC(C)=O)(OC(C)=O)OC(C)=O.[Na+], predict the reaction product. The product is: [CH3:31][N:2]1[CH2:7][CH2:6][CH2:5][CH:4]([CH2:8][N:9]2[C:17]3[CH2:16][CH2:15][N:14]([C:18](=[O:20])[CH3:19])[CH2:13][C:12]=3[C:11]([NH:21][C:22]3[CH:23]=[C:24]([CH3:28])[CH:25]=[CH:26][CH:27]=3)=[N:10]2)[CH2:3]1.